Dataset: Full USPTO retrosynthesis dataset with 1.9M reactions from patents (1976-2016). Task: Predict the reactants needed to synthesize the given product. (1) Given the product [CH2:7]([O:11][C:12]1[CH:17]=[CH:16][C:15]([CH:18]2[CH2:23][CH2:22][CH:21]([C:24]3([OH:35])[CH2:29][CH2:28][CH2:27][CH2:26][CH2:25]3)[CH2:20][CH2:19]2)=[C:14]([F:31])[C:13]=1[F:32])[CH2:8][CH2:9][CH3:10], predict the reactants needed to synthesize it. The reactants are: [H-].[Al+3].[Li+].[H-].[H-].[H-].[CH2:7]([O:11][C:12]1[CH:17]=[CH:16][C:15]([CH:18]2[CH2:23][CH2:22][CH:21]([CH:24]3[CH2:29][CH2:28][C:27](=O)[CH2:26][CH2:25]3)[CH2:20][CH2:19]2)=[C:14]([F:31])[C:13]=1[F:32])[CH2:8][CH2:9][CH3:10].C(OCC)(=[O:35])C.N. (2) Given the product [C:12]([O:9][C:8]([C:5]1[CH:4]=[CH:3][C:2]([Cl:1])=[CH:7][N:6]=1)=[O:10])([CH3:14])([CH3:13])[CH3:11], predict the reactants needed to synthesize it. The reactants are: [Cl:1][C:2]1[CH:3]=[CH:4][C:5]([C:8]([OH:10])=[O:9])=[N:6][CH:7]=1.[CH3:11][C:12](OC(OC(O[C:12]([CH3:14])([CH3:13])[CH3:11])=O)=O)([CH3:14])[CH3:13]. (3) Given the product [ClH:1].[OH:3][C:4]1[CH:5]=[C:6]2[C:11](=[CH:12][CH:13]=1)[C:10]([O:14][C:15]1[CH:20]=[CH:19][C:18]([O:21][CH2:22][CH2:23][N:24]3[CH2:29][CH2:28][CH2:27][CH2:26][CH2:25]3)=[CH:17][CH:16]=1)=[C:9]([C:30]1[CH:31]=[C:32]([CH:35]=[CH:36][CH:37]=1)[C:33]#[N:34])[CH:8]=[CH:7]2, predict the reactants needed to synthesize it. The reactants are: [ClH:1].C[O:3][C:4]1[CH:5]=[C:6]2[C:11](=[CH:12][CH:13]=1)[C:10]([O:14][C:15]1[CH:20]=[CH:19][C:18]([O:21][CH2:22][CH2:23][N:24]3[CH2:29][CH2:28][CH2:27][CH2:26][CH2:25]3)=[CH:17][CH:16]=1)=[C:9]([C:30]1[CH:31]=[C:32]([CH:35]=[CH:36][CH:37]=1)[C:33]#[N:34])[CH:8]=[CH:7]2.B(Br)(Br)Br. (4) Given the product [NH2:85][C:74]1[C:73]([C:70]2[CH:69]=[CH:68][C:67]([NH:66][C:62]([C:53]3[C:52](=[O:65])[C:51]([C:48]4[CH:49]=[CH:50][C:45]([F:44])=[CH:46][CH:47]=4)=[CH:56][N:55]([CH2:57][C:58]([F:61])([F:60])[F:59])[CH:54]=3)=[O:63])=[CH:72][CH:71]=2)=[CH:78][C:77]([C:79]2[CH:80]=[N:81][N:82]([CH3:84])[CH:83]=2)=[CH:76][N:75]=1, predict the reactants needed to synthesize it. The reactants are: C1C=CC2N(O)N=NC=2C=1.CN(C(ON1N=NC2C=CC=NC1=2)=[N+](C)C)C.F[P-](F)(F)(F)(F)F.CCN(C(C)C)C(C)C.[F:44][C:45]1[CH:50]=[CH:49][C:48]([C:51]2[C:52](=[O:65])[C:53]([C:62](O)=[O:63])=[CH:54][N:55]([CH2:57][C:58]([F:61])([F:60])[F:59])[CH:56]=2)=[CH:47][CH:46]=1.[NH2:66][C:67]1[CH:72]=[CH:71][C:70]([C:73]2[C:74]([NH2:85])=[N:75][CH:76]=[C:77]([C:79]3[CH:80]=[N:81][N:82]([CH3:84])[CH:83]=3)[CH:78]=2)=[CH:69][CH:68]=1. (5) Given the product [C:12]1([S:18]([N:3]2[C:11]3[C:6](=[CH:7][CH:8]=[CH:9][CH:10]=3)[CH:5]=[CH:4]2)(=[O:20])=[O:19])[CH:17]=[CH:16][CH:15]=[CH:14][CH:13]=1, predict the reactants needed to synthesize it. The reactants are: [H-].[Na+].[NH:3]1[C:11]2[C:6](=[CH:7][CH:8]=[CH:9][CH:10]=2)[CH:5]=[CH:4]1.[C:12]1([S:18](Cl)(=[O:20])=[O:19])[CH:17]=[CH:16][CH:15]=[CH:14][CH:13]=1.O. (6) Given the product [OH:2][C@H:3]1[CH2:7][N:6]([C:28](=[O:29])[C:27]2[CH:31]=[CH:32][CH:33]=[C:25]([OH:24])[CH:26]=2)[C@H:5]([C:8]([NH:10][CH2:11][C:12]2[CH:13]=[CH:14][C:15]([C:18]3[S:22][CH:21]=[N:20][C:19]=3[CH3:23])=[CH:16][CH:17]=2)=[O:9])[CH2:4]1, predict the reactants needed to synthesize it. The reactants are: Cl.[OH:2][C@H:3]1[CH2:7][NH:6][C@H:5]([C:8]([NH:10][CH2:11][C:12]2[CH:17]=[CH:16][C:15]([C:18]3[S:22][CH:21]=[N:20][C:19]=3[CH3:23])=[CH:14][CH:13]=2)=[O:9])[CH2:4]1.[OH:24][C:25]1[CH:26]=[C:27]([CH:31]=[CH:32][CH:33]=1)[C:28](O)=[O:29].CCN(C(C)C)C(C)C.CN(C(ON1N=NC2C=CC=NC1=2)=[N+](C)C)C.F[P-](F)(F)(F)(F)F.C(=O)(O)[O-].[Na+]. (7) The reactants are: [CH:1]([N:3]([CH2:10][CH2:11][CH2:12][CH2:13][C:14]([OH:16])=O)[C:4]1[CH:9]=[CH:8][CH:7]=[CH:6][N:5]=1)=[O:2].Cl.[NH2:18][C:19]1[CH:20]=[CH:21][C:22]2[O:27][CH:26]([CH2:28][C:29]([O:31][CH3:32])=[O:30])[CH2:25][N:24]([C:33]3[CH:38]=[CH:37][CH:36]=[CH:35][CH:34]=3)[C:23]=2[CH:39]=1.Cl.C(N=C=NCCCN(C)C)C.O. Given the product [CH:1]([N:3]([CH2:10][CH2:11][CH2:12][CH2:13][C:14]([NH:18][C:19]1[CH:20]=[CH:21][C:22]2[O:27][CH:26]([CH2:28][C:29]([O:31][CH3:32])=[O:30])[CH2:25][N:24]([C:33]3[CH:34]=[CH:35][CH:36]=[CH:37][CH:38]=3)[C:23]=2[CH:39]=1)=[O:16])[C:4]1[CH:9]=[CH:8][CH:7]=[CH:6][N:5]=1)=[O:2], predict the reactants needed to synthesize it.